From a dataset of NCI-60 drug combinations with 297,098 pairs across 59 cell lines. Regression. Given two drug SMILES strings and cell line genomic features, predict the synergy score measuring deviation from expected non-interaction effect. (1) Drug 1: C1CCC(CC1)NC(=O)N(CCCl)N=O. Drug 2: C1=CC=C(C=C1)NC(=O)CCCCCCC(=O)NO. Cell line: HOP-92. Synergy scores: CSS=36.9, Synergy_ZIP=-3.95, Synergy_Bliss=-1.59, Synergy_Loewe=0.923, Synergy_HSA=1.33. (2) Drug 1: CN(CC1=CN=C2C(=N1)C(=NC(=N2)N)N)C3=CC=C(C=C3)C(=O)NC(CCC(=O)O)C(=O)O. Drug 2: C1C(C(OC1N2C=NC(=NC2=O)N)CO)O. Cell line: SNB-19. Synergy scores: CSS=19.6, Synergy_ZIP=-1.33, Synergy_Bliss=0.0155, Synergy_Loewe=-17.7, Synergy_HSA=0.161. (3) Drug 1: CCC1=C2CN3C(=CC4=C(C3=O)COC(=O)C4(CC)O)C2=NC5=C1C=C(C=C5)O. Drug 2: C1=NNC2=C1C(=O)NC=N2. Cell line: COLO 205. Synergy scores: CSS=49.1, Synergy_ZIP=-0.842, Synergy_Bliss=-1.59, Synergy_Loewe=-69.5, Synergy_HSA=-1.54. (4) Drug 1: C1C(C(OC1N2C=C(C(=O)NC2=O)F)CO)O. Drug 2: CC1=C(C(CCC1)(C)C)C=CC(=CC=CC(=CC(=O)O)C)C. Cell line: EKVX. Synergy scores: CSS=6.77, Synergy_ZIP=-3.13, Synergy_Bliss=0.104, Synergy_Loewe=-0.0657, Synergy_HSA=0.439.